This data is from Forward reaction prediction with 1.9M reactions from USPTO patents (1976-2016). The task is: Predict the product of the given reaction. (1) Given the reactants [NH3:1].[C:2]([C:4]1[CH:5]=[C:6]([S:11](Cl)(=[O:13])=[O:12])[CH:7]=[CH:8][C:9]=1[F:10])#[N:3], predict the reaction product. The product is: [C:2]([C:4]1[CH:5]=[C:6]([S:11]([NH2:1])(=[O:13])=[O:12])[CH:7]=[CH:8][C:9]=1[F:10])#[N:3]. (2) Given the reactants [Cl:1][C:2]1[CH:12]=[C:11]([Cl:13])[C:10]([O:14][C:15]2[N:19]([CH3:20])[N:18]=[C:17]([CH3:21])[C:16]=2[CH:22]=[CH2:23])=[CH:9][C:3]=1[O:4][CH2:5][C:6]([OH:8])=O.[C:24]1([S:30]([NH2:33])(=[O:32])=[O:31])[CH:29]=[CH:28][CH:27]=[CH:26][CH:25]=1.Cl.C(N=C=NCCCN(C)C)C.O, predict the reaction product. The product is: [Cl:1][C:2]1[CH:12]=[C:11]([Cl:13])[C:10]([O:14][C:15]2[N:19]([CH3:20])[N:18]=[C:17]([CH3:21])[C:16]=2[CH:22]=[CH2:23])=[CH:9][C:3]=1[O:4][CH2:5][C:6]([NH:33][S:30]([C:24]1[CH:29]=[CH:28][CH:27]=[CH:26][CH:25]=1)(=[O:32])=[O:31])=[O:8]. (3) Given the reactants [C:1]([C:9]1[CH:31]=[C:30]([Br:32])[CH:29]=[CH:28][C:10]=1[C:11]([N:13]([CH2:19][C:20]1[CH:25]=[CH:24][C:23]([O:26][CH3:27])=[CH:22][CH:21]=1)[CH2:14][C:15](=[O:18])[CH2:16][CH3:17])=[O:12])(=O)[C:2]1[CH:7]=[CH:6][CH:5]=[CH:4][CH:3]=1.C1CCN2C(=NCCC2)CC1, predict the reaction product. The product is: [Br:32][C:30]1[CH:31]=[C:9]2[C:10](=[CH:28][CH:29]=1)[C:11](=[O:12])[N:13]([CH2:19][C:20]1[CH:21]=[CH:22][C:23]([O:26][CH3:27])=[CH:24][CH:25]=1)[C:14]([C:15](=[O:18])[CH2:16][CH3:17])=[C:1]2[C:2]1[CH:3]=[CH:4][CH:5]=[CH:6][CH:7]=1. (4) Given the reactants [Br:1][C:2]1[CH:7]=[CH:6][C:5]([S:8]([NH:11][C:12]2[CH:16]=[CH:15][S:14][C:13]=2[C:17]([O:19]C)=[O:18])(=[O:10])=[O:9])=[CH:4][CH:3]=1.[OH-].[Na+].CO, predict the reaction product. The product is: [Br:1][C:2]1[CH:3]=[CH:4][C:5]([S:8]([NH:11][C:12]2[CH:16]=[CH:15][S:14][C:13]=2[C:17]([OH:19])=[O:18])(=[O:9])=[O:10])=[CH:6][CH:7]=1. (5) Given the reactants [CH3:1][C:2]1[CH:7]=[CH:6][C:5]([S:8]([N:11]2[CH:15]=[CH:14][C:13]([C:16](=O)[CH2:17][C:18](=O)[C:19]([O:21][CH2:22][CH3:23])=[O:20])=[N:12]2)(=[O:10])=[O:9])=[CH:4][CH:3]=1.[NH:26]([C:28]1[CH:29]=[CH:30][C:31]([O:34][CH3:35])=[N:32][CH:33]=1)[NH2:27].C(OCC)(=O)C.C(=O)(O)[O-].[Na+], predict the reaction product. The product is: [CH3:35][O:34][C:31]1[N:32]=[CH:33][C:28]([N:26]2[C:16]([C:13]3[CH:14]=[CH:15][N:11]([S:8]([C:5]4[CH:6]=[CH:7][C:2]([CH3:1])=[CH:3][CH:4]=4)(=[O:10])=[O:9])[N:12]=3)=[CH:17][C:18]([C:19]([O:21][CH2:22][CH3:23])=[O:20])=[N:27]2)=[CH:29][CH:30]=1. (6) The product is: [S:29]1[CH:33]=[CH:32][C:31]([C:2]2[CH:3]=[C:4]([N:8]3[C:12]4[CH:13]=[C:14]([C:16]([O:18][CH2:19][CH3:20])=[O:17])[NH:15][C:11]=4[N:10]=[CH:9]3)[CH:5]=[CH:6][CH:7]=2)=[CH:30]1. Given the reactants Br[C:2]1[CH:3]=[C:4]([N:8]2[C:12]3[CH:13]=[C:14]([C:16]([O:18][CH2:19][CH3:20])=[O:17])[NH:15][C:11]=3[N:10]=[CH:9]2)[CH:5]=[CH:6][CH:7]=1.BrC1C=C(C=CC=1)N.[S:29]1[CH:33]=[CH:32][C:31](B(O)O)=[CH:30]1, predict the reaction product. (7) Given the reactants [NH:1]1[C:9]2[C:4](=[CH:5][C:6]([NH:10][C:11]3[C:20]4[C:15](=[CH:16][C:17]([O:29][CH3:30])=[CH:18][C:19]=4[O:21][CH:22]4[CH2:27][CH2:26][N:25]([CH3:28])[CH2:24][CH2:23]4)[N:14]=[CH:13][N:12]=3)=[CH:7][CH:8]=2)[CH:3]=[CH:2]1.[F:31][C:32]1[CH:39]=[CH:38][CH:37]=[CH:36][C:33]=1[CH2:34]Cl, predict the reaction product. The product is: [F:31][C:32]1[CH:39]=[CH:38][CH:37]=[CH:36][C:33]=1[CH2:34][N:1]1[C:9]2[C:4](=[CH:5][C:6]([NH:10][C:11]3[C:20]4[C:15](=[CH:16][C:17]([O:29][CH3:30])=[CH:18][C:19]=4[O:21][CH:22]4[CH2:23][CH2:24][N:25]([CH3:28])[CH2:26][CH2:27]4)[N:14]=[CH:13][N:12]=3)=[CH:7][CH:8]=2)[CH:3]=[CH:2]1.